Task: Regression. Given two drug SMILES strings and cell line genomic features, predict the synergy score measuring deviation from expected non-interaction effect.. Dataset: NCI-60 drug combinations with 297,098 pairs across 59 cell lines Drug 1: C1=CC(=C2C(=C1NCCNCCO)C(=O)C3=C(C=CC(=C3C2=O)O)O)NCCNCCO. Drug 2: CC=C1C(=O)NC(C(=O)OC2CC(=O)NC(C(=O)NC(CSSCCC=C2)C(=O)N1)C(C)C)C(C)C. Cell line: RPMI-8226. Synergy scores: CSS=79.2, Synergy_ZIP=1.44, Synergy_Bliss=-1.85, Synergy_Loewe=-1.93, Synergy_HSA=0.251.